This data is from Retrosynthesis with 50K atom-mapped reactions and 10 reaction types from USPTO. The task is: Predict the reactants needed to synthesize the given product. (1) Given the product COC(=O)c1cccc(-n2c(=O)n([C@H]3CC[C@@H](N)CC3)c(=O)c3cc(F)cnc32)c1, predict the reactants needed to synthesize it. The reactants are: COC(=O)c1cccc(-n2c(=O)n([C@H]3CC[C@@H](NC(=O)OC(C)(C)C)CC3)c(=O)c3cc(F)cnc32)c1. (2) Given the product CC(C)(C)OC(=O)N1CCC(O)(c2ccccc2)CC1, predict the reactants needed to synthesize it. The reactants are: CC(C)(C)OC(=O)OC(=O)OC(C)(C)C.OC1(c2ccccc2)CCNCC1. (3) Given the product CC(C)(C)OC(=O)N1CCc2ccc(CC#N)cc2CC1, predict the reactants needed to synthesize it. The reactants are: CC(C)(C)OC(=O)N1CCc2ccc(CBr)cc2CC1.[C-]#N. (4) Given the product O=C(O)CNC(=O)c1c(O)c(-c2ccc(F)c(F)c2)cc2nc(-c3ccc(F)c(F)c3)cnc12, predict the reactants needed to synthesize it. The reactants are: CCOC(=O)CNC(=O)c1c(O)c(-c2ccc(F)c(F)c2)cc2nc(-c3ccc(F)c(F)c3)cnc12. (5) Given the product Cc1cccc(-c2nccnc2N2CCNCC2)c1, predict the reactants needed to synthesize it. The reactants are: Cc1cccc(-c2nccnc2N2CCN(C(=O)OC(C)(C)C)CC2)c1. (6) Given the product COCc1c(O)c(=O)cc(C)n1C, predict the reactants needed to synthesize it. The reactants are: COCc1c(OCc2ccccc2)c(=O)cc(C)n1C. (7) Given the product COc1cc(N)ccc1OCCN1CCC(C(N)=O)CC1, predict the reactants needed to synthesize it. The reactants are: COc1cc([N+](=O)[O-])ccc1OCCN1CCC(C(N)=O)CC1.